This data is from Reaction yield outcomes from USPTO patents with 853,638 reactions. The task is: Predict the reaction yield, written as a fraction of the theoretical maximum amount of product (1.0 means a 100% yield; for example, 0.34 means a 34% yield). (1) The catalyst is CC(=O)CC. The yield is 0.990. The reactants are Cl.[CH3:2][C@@H:3]1[CH2:7][CH2:6][CH2:5][NH:4]1.C(=O)([O-])[O-].[K+].[K+].Br[CH2:15][CH2:16][CH2:17][C:18]([O:20][CH2:21][CH3:22])=[O:19]. The product is [CH2:21]([O:20][C:18](=[O:19])[CH2:17][CH2:16][CH2:15][N:4]1[CH2:5][CH2:6][CH2:7][C@H:3]1[CH3:2])[CH3:22]. (2) The reactants are C([O:4][CH2:5][C:6]1[CH:7]=[CH:8][C:9]2[N:33]3[C:34]([C:37]#[N:38])=[CH:35][CH:36]=[C:32]3[C:12]3([CH2:17][CH2:16][N:15]([C:18](=[O:31])[C:19]4[CH:24]=[CH:23][C:22]([S:25]([CH:28]([CH3:30])[CH3:29])(=[O:27])=[O:26])=[CH:21][CH:20]=4)[CH2:14][CH2:13]3)[O:11][C:10]=2[CH:39]=1)(=O)C.[Li+].[OH-].C1COCC1. The catalyst is CO. The product is [OH:4][CH2:5][C:6]1[CH:7]=[CH:8][C:9]2[N:33]3[C:34]([C:37]#[N:38])=[CH:35][CH:36]=[C:32]3[C:12]3([CH2:17][CH2:16][N:15]([C:18](=[O:31])[C:19]4[CH:20]=[CH:21][C:22]([S:25]([CH:28]([CH3:29])[CH3:30])(=[O:27])=[O:26])=[CH:23][CH:24]=4)[CH2:14][CH2:13]3)[O:11][C:10]=2[CH:39]=1. The yield is 0.750. (3) The reactants are Cl.Cl.Cl.Cl.[CH3:5][C:6]1[CH:11]=[CH:10][C:9]([NH:12][C:13]([C:15]2[CH:16]=[C:17]3[C:21](=[CH:22][CH:23]=2)[CH:20]([N:24]2[CH2:29][CH2:28][NH:27][CH2:26][CH2:25]2)[CH2:19][CH2:18]3)=[O:14])=[CH:8][C:7]=1[NH:30][C:31]1[N:36]=[C:35]([C:37]2[CH:38]=[N:39][CH:40]=[CH:41][CH:42]=2)[CH:34]=[CH:33][N:32]=1.C(N(CC)CC)C.[CH3:50][C:51]([CH3:53])=O.C(O[BH-](OC(=O)C)OC(=O)C)(=O)C.[Na+]. The catalyst is CN(C=O)C. The product is [CH:51]([N:27]1[CH2:26][CH2:25][N:24]([CH:20]2[C:21]3[C:17](=[CH:16][C:15]([C:13]([NH:12][C:9]4[CH:10]=[CH:11][C:6]([CH3:5])=[C:7]([NH:30][C:31]5[N:36]=[C:35]([C:37]6[CH:38]=[N:39][CH:40]=[CH:41][CH:42]=6)[CH:34]=[CH:33][N:32]=5)[CH:8]=4)=[O:14])=[CH:23][CH:22]=3)[CH2:18][CH2:19]2)[CH2:29][CH2:28]1)([CH3:53])[CH3:50]. The yield is 0.710. (4) The reactants are [CH3:1][C:2]([CH3:10])([CH3:9])[CH2:3][C@@H:4]([C:6]([OH:8])=[O:7])[NH2:5].Cl(O)(=O)(=O)=O.C1C=[C:20]2C(C(O)(O)[C:25](=O)[C:19]2=[CH:18]C=1)=O.CCO.C([O-])([O-])=O.[Na+].[Na+].[OH-].[Na+]. The catalyst is C(OC(C)(C)C)(=O)C.C(OCC)C.C1(C)C=CC=CC=1.CCOC(C)=O.CO.C(Cl)Cl. The product is [CH3:1][C:2]([CH3:10])([CH3:9])[CH2:3][C@@H:4]([C:6]([O:8][C:19]([CH3:25])([CH3:20])[CH3:18])=[O:7])[NH2:5]. The yield is 0.960. (5) The reactants are II.[BH4-].[Na+].C[Si](Cl)(C)C.[C:10]([O:13][CH:14]1[CH:19]([O:20][C:21](=[O:23])[CH3:22])[CH:18]([O:24][C:25](=[O:27])[CH3:26])[CH:17]([CH2:28][O:29][C:30](=[O:32])[CH3:31])[O:16][CH:15]1[O:33][C:34]1[CH:38]=[CH:37][S:36][C:35]=1[C:39](=O)[C:40]1[CH:45]=[CH:44][C:43]([O:46][C:47]([F:50])([F:49])[F:48])=[CH:42][CH:41]=1)(=[O:12])[CH3:11]. The catalyst is ClCCl.O.C(#N)C. The product is [C:10]([O:13][CH:14]1[CH:19]([O:20][C:21](=[O:23])[CH3:22])[CH:18]([O:24][C:25](=[O:27])[CH3:26])[CH:17]([CH2:28][O:29][C:30](=[O:32])[CH3:31])[O:16][CH:15]1[O:33][C:34]1[CH:38]=[CH:37][S:36][C:35]=1[CH2:39][C:40]1[CH:41]=[CH:42][C:43]([O:46][C:47]([F:48])([F:50])[F:49])=[CH:44][CH:45]=1)(=[O:12])[CH3:11]. The yield is 0.810. (6) The reactants are [Br:1][C:2]1[CH:7]=[CH:6][C:5]([N:8]2[CH2:13][CH2:12][CH2:11][C@H:10]([NH:14]C(=O)OC(C)(C)C)[CH2:9]2)=[C:4]([F:22])[CH:3]=1.[ClH:23]. The product is [ClH:23].[ClH:23].[Br:1][C:2]1[CH:7]=[CH:6][C:5]([N:8]2[CH2:13][CH2:12][CH2:11][C@H:10]([NH2:14])[CH2:9]2)=[C:4]([F:22])[CH:3]=1. The yield is 1.27. The catalyst is O1CCOCC1. (7) The reactants are [C:1]([C:3]1[CH:12]=[CH:11][C:10]2[C:5](=[CH:6][CH:7]=[C:8]([OH:13])[CH:9]=2)[N:4]=1)#[N:2].[Cl-].[N+:15]([C:18]1[CH:23]=[C:22]([C:24]([F:27])([F:26])[F:25])[CH:21]=[CH:20][CH:19]=1)([O-:17])=[O:16].C(=O)([O-])[O-].[K+].[K+].O. The catalyst is CS(C)=O.C(Cl)Cl. The product is [C:1]([C:3]1[CH:12]=[CH:11][C:10]2[C:5](=[CH:6][CH:7]=[C:8]([O:13][C:19]3[CH:20]=[CH:21][C:22]([C:24]([F:27])([F:25])[F:26])=[CH:23][C:18]=3[N+:15]([O-:17])=[O:16])[CH:9]=2)[N:4]=1)#[N:2]. The yield is 0.350.